This data is from Full USPTO retrosynthesis dataset with 1.9M reactions from patents (1976-2016). The task is: Predict the reactants needed to synthesize the given product. (1) Given the product [NH2:1][C:2]1=[N:6][C:5](=[O:15])[NH:4]/[C:3]/1=[CH:27]\[C:26]1[CH:29]=[CH:30][C:31]([O:32][CH2:33][C:34]2[CH:39]=[CH:38][C:37]([O:40][CH3:41])=[CH:36][CH:35]=2)=[C:24]([O:23][CH3:22])[CH:25]=1, predict the reactants needed to synthesize it. The reactants are: [NH:1]=[C:2]1[N:6](C(C2C=CC=CC=2)=O)[C:5](=[O:15])[NH:4][CH2:3]1.CC(C)([O-])C.[K+].[CH3:22][O:23][C:24]1[CH:25]=[C:26]([CH:29]=[CH:30][C:31]=1[O:32][CH2:33][C:34]1[CH:39]=[CH:38][C:37]([O:40][CH3:41])=[CH:36][CH:35]=1)[CH:27]=O.O. (2) Given the product [CH2:20]([C:17]1[CH:18]=[CH:19][C:14]([CH2:13][N:1]2[C:9]3[C:4](=[CH:5][CH:6]=[CH:7][CH:8]=3)[CH:3]=[CH:2]2)=[CH:15][CH:16]=1)[CH3:21], predict the reactants needed to synthesize it. The reactants are: [NH:1]1[C:9]2[C:4](=[CH:5][CH:6]=[CH:7][CH:8]=2)[CH:3]=[CH:2]1.[OH-].[K+].Cl[CH2:13][C:14]1[CH:19]=[CH:18][C:17]([CH2:20][CH3:21])=[CH:16][CH:15]=1. (3) The reactants are: [OH:1][NH:2]/[C:3](=[N:14]\[H])/[C:4]1[CH:9]=[CH:8][C:7]([C:10]([F:13])([F:12])[F:11])=[CH:6][CH:5]=1.[O:16]=[C:17]1[C:21]([C:28]2[CH:33]=[CH:32][CH:31]=[CH:30][CH:29]=2)([C:22]2[CH:27]=[CH:26][CH:25]=[CH:24][CH:23]=2)[CH2:20][CH2:19][N:18]1[CH2:34][CH2:35][CH2:36][C:37](O)=O.Cl.C(N=C=NCCCN(C)C)C. Given the product [C:28]1([C:21]2([C:22]3[CH:23]=[CH:24][CH:25]=[CH:26][CH:27]=3)[CH2:20][CH2:19][N:18]([CH2:34][CH2:35][CH2:36][C:37]3[O:1][N:2]=[C:3]([C:4]4[CH:9]=[CH:8][C:7]([C:10]([F:13])([F:12])[F:11])=[CH:6][CH:5]=4)[N:14]=3)[C:17]2=[O:16])[CH:33]=[CH:32][CH:31]=[CH:30][CH:29]=1, predict the reactants needed to synthesize it. (4) Given the product [C:10]([NH:5][C:4]1[CH:6]=[CH:7][CH:8]=[CH:2][CH:3]=1)([O:12][C:13]([CH3:16])([CH3:15])[CH3:14])=[O:11], predict the reactants needed to synthesize it. The reactants are: Cl[C:2]1[CH:3]=[C:4]([CH:6]=[CH:7][C:8]=1Cl)[NH2:5].[C:10](O[C:10]([O:12][C:13]([CH3:16])([CH3:15])[CH3:14])=[O:11])([O:12][C:13]([CH3:16])([CH3:15])[CH3:14])=[O:11]. (5) The reactants are: [Br:1][C:2]1[CH:3]=[C:4]([CH:7]=[CH:8][C:9]=1[OH:10])[C:5]#[N:6].Br[CH:12]1[CH2:15][CH2:14][CH2:13]1.C([O-])([O-])=O.[K+].[K+]. Given the product [Br:1][C:2]1[CH:3]=[C:4]([CH:7]=[CH:8][C:9]=1[O:10][CH:12]1[CH2:15][CH2:14][CH2:13]1)[C:5]#[N:6], predict the reactants needed to synthesize it. (6) Given the product [ClH:19].[CH3:14][C:11]1([C:15]#[N:16])[CH2:12][CH2:13][NH:8][CH2:9][CH2:10]1, predict the reactants needed to synthesize it. The reactants are: C(OC([N:8]1[CH2:13][CH2:12][C:11]([C:15]#[N:16])([CH3:14])[CH2:10][CH2:9]1)=O)(C)(C)C.CO.[ClH:19]. (7) Given the product [C:1]([C@H:4]([CH2:30][CH2:31][C:32]([OH:35])([CH3:33])[CH3:34])[CH2:5][C@H:6]([O:29][C:45](=[O:47])[CH3:46])[C@@H:7]([NH:16][C:17]([C:19]1[CH:28]=[N:27][C:26]2[C:21](=[CH:22][CH:23]=[CH:24][CH:25]=2)[N:20]=1)=[O:18])[CH2:8][C:9]1[CH:14]=[CH:13][CH:12]=[C:11]([F:15])[CH:10]=1)(=[O:3])[NH2:2], predict the reactants needed to synthesize it. The reactants are: [C:1]([C@H:4]([CH2:30][CH2:31][C:32]([OH:35])([CH3:34])[CH3:33])[CH2:5][C@H:6]([OH:29])[C@@H:7]([NH:16][C:17]([C:19]1[CH:28]=[N:27][C:26]2[C:21](=[CH:22][CH:23]=[CH:24][CH:25]=2)[N:20]=1)=[O:18])[CH2:8][C:9]1[CH:14]=[CH:13][CH:12]=[C:11]([F:15])[CH:10]=1)(=[O:3])[NH2:2].CC1C=CN=C(N)C=1C.[C:45](OC(=O)C)(=[O:47])[CH3:46]. (8) Given the product [F:1][C:2]1[CH:7]=[CH:6][CH:5]=[C:4]([F:8])[C:3]=1[C:9]1[CH:10]=[C:11]2[C:15](=[CH:16][CH:17]=1)[N:14]([CH:18]1[CH2:23][CH2:22][CH2:21][CH2:20][O:19]1)[N:13]=[C:12]2[C:30]1[N:35]=[C:34]([N:36]2[CH2:41][CH2:40][CH2:39][CH:38]([NH:42][C:43](=[O:49])[O:44][C:45]([CH3:47])([CH3:46])[CH3:48])[CH2:37]2)[CH:33]=[N:32][CH:31]=1, predict the reactants needed to synthesize it. The reactants are: [F:1][C:2]1[CH:7]=[CH:6][CH:5]=[C:4]([F:8])[C:3]=1[C:9]1[CH:10]=[C:11]2[C:15](=[CH:16][CH:17]=1)[N:14]([CH:18]1[CH2:23][CH2:22][CH2:21][CH2:20][O:19]1)[N:13]=[C:12]2I.C([Sn](CCCC)(CCCC)[C:30]1[N:35]=[C:34]([N:36]2[CH2:41][CH2:40][CH2:39][CH:38]([NH:42][C:43](=[O:49])[O:44][C:45]([CH3:48])([CH3:47])[CH3:46])[CH2:37]2)[CH:33]=[N:32][CH:31]=1)CCC.N#N.O. (9) Given the product [C:1]([O:5][C:6]([N:8]1[CH2:9][CH2:10][CH:11]([C:14]([S:57][C:52]2[CH:53]=[CH:25][C:23]([CH3:24])=[CH:50][CH:51]=2)=[O:16])[CH2:12][CH2:13]1)=[O:7])([CH3:2])([CH3:3])[CH3:4], predict the reactants needed to synthesize it. The reactants are: [C:1]([O:5][C:6]([N:8]1[CH2:13][CH2:12][CH:11]([C:14]([OH:16])=O)[CH2:10][CH2:9]1)=[O:7])([CH3:4])([CH3:3])[CH3:2].CCN([CH:23]([CH3:25])[CH3:24])C(C)C.CN(C(ON1N=NC2C=CC=NC1=2)=[N+](C)C)C.F[P-](F)(F)(F)(F)F.[CH3:50][C:51]1C=CC=[CH:53][C:52]=1[SH:57].